From a dataset of Forward reaction prediction with 1.9M reactions from USPTO patents (1976-2016). Predict the product of the given reaction. (1) Given the reactants [Cl:1][C:2]1[CH:3]=[C:4]([CH:7]=[CH:8][C:9]=1[O:10][CH3:11])[CH2:5][NH2:6].[Br:12][C:13]1[CH:24]=[C:17]2[C:18](OC(=O)[NH:22][C:16]2=[CH:15][CH:14]=1)=[O:19].O.C(OCC)(=O)C, predict the reaction product. The product is: [NH2:22][C:16]1[CH:15]=[CH:14][C:13]([Br:12])=[CH:24][C:17]=1[C:18]([NH:6][CH2:5][C:4]1[CH:7]=[CH:8][C:9]([O:10][CH3:11])=[C:2]([Cl:1])[CH:3]=1)=[O:19]. (2) Given the reactants [C:1]1([CH3:18])[CH:6]=[CH:5][CH:4]=[C:3]([NH:7][CH2:8][CH2:9][C@@H:10]([C:12]2[CH:17]=[CH:16][CH:15]=[CH:14][CH:13]=2)[OH:11])[CH:2]=1.C(N(CC)CC)C.[C:26](=O)(OC(Cl)(Cl)Cl)[O:27]C(Cl)(Cl)Cl, predict the reaction product. The product is: [C:12]1([C@H:10]2[O:11][C:26](=[O:27])[N:7]([C:3]3[CH:2]=[C:1]([CH3:18])[CH:6]=[CH:5][CH:4]=3)[CH2:8][CH2:9]2)[CH:17]=[CH:16][CH:15]=[CH:14][CH:13]=1. (3) Given the reactants Br[C:2]1[S:3][C:4]([C:7]([C:9]2[C:17]3[C:12](=[N:13][CH:14]=[CH:15][CH:16]=3)[NH:11][CH:10]=2)=[O:8])=[CH:5][N:6]=1.[Cl:18][C:19]1[CH:26]=[CH:25][C:22]([CH2:23][NH2:24])=[CH:21][CH:20]=1.C(N(CC)C(C)C)(C)C.O, predict the reaction product. The product is: [Cl:18][C:19]1[CH:26]=[CH:25][C:22]([CH2:23][NH:24][C:2]2[S:3][C:4]([C:7]([C:9]3[C:17]4[C:12](=[N:13][CH:14]=[CH:15][CH:16]=4)[NH:11][CH:10]=3)=[O:8])=[CH:5][N:6]=2)=[CH:21][CH:20]=1. (4) Given the reactants [NH2:1][C:2]1[N:7]=[CH:6][C:5]([C:8]2[N:17]=[C:16]([NH:18][CH2:19][CH:20]([C:27]3[CH:32]=[CH:31][CH:30]=[CH:29][CH:28]=3)[C:21]3[N:26]=[CH:25][CH:24]=[CH:23][N:22]=3)[C:15]3[C:10](=[CH:11][CH:12]=[CH:13][CH:14]=3)[N:9]=2)=[CH:4][N:3]=1.Cl[CH2:34][CH:35]=O, predict the reaction product. The product is: [N:1]1[CH:34]=[CH:35][N:7]2[CH:6]=[C:5]([C:8]3[N:17]=[C:16]([NH:18][CH2:19][CH:20]([C:27]4[CH:32]=[CH:31][CH:30]=[CH:29][CH:28]=4)[C:21]4[N:26]=[CH:25][CH:24]=[CH:23][N:22]=4)[C:15]4[C:10](=[CH:11][CH:12]=[CH:13][CH:14]=4)[N:9]=3)[CH:4]=[N:3][C:2]=12. (5) Given the reactants C(O)(C(F)(F)F)=O.C([O:12][C:13]([CH:15]1[CH2:19][CH:18]([O:20][C:21]2[C:30]3[C:25](=[C:26]([CH3:33])[C:27]([O:31][CH3:32])=[CH:28][CH:29]=3)[N:24]=[C:23]([C:34]3[CH:39]=[CH:38][CH:37]=[C:36]([CH:40]([CH3:42])[CH3:41])[N:35]=3)[CH:22]=2)[CH2:17][CH:16]1[C:43](=[O:55])[NH:44][C:45]1([C:50]([O:52][CH2:53][CH3:54])=[O:51])[CH2:47][CH:46]1[CH:48]=[CH2:49])=[O:14])(C)(C)C.C([SiH](CC)CC)C, predict the reaction product. The product is: [CH2:53]([O:52][C:50]([C:45]1([NH:44][C:43]([CH:16]2[CH2:17][CH:18]([O:20][C:21]3[C:30]4[C:25](=[C:26]([CH3:33])[C:27]([O:31][CH3:32])=[CH:28][CH:29]=4)[N:24]=[C:23]([C:34]4[CH:39]=[CH:38][CH:37]=[C:36]([CH:40]([CH3:42])[CH3:41])[N:35]=4)[CH:22]=3)[CH2:19][CH:15]2[C:13]([OH:14])=[O:12])=[O:55])[CH2:47][CH:46]1[CH:48]=[CH2:49])=[O:51])[CH3:54]. (6) Given the reactants FC(F)(F)[C:3]([C:5]1[C:13]2[C:8](=[C:9]([O:14][C:15]([F:18])([F:17])[F:16])[CH:10]=[CH:11][CH:12]=2)[N:7]([CH2:19][CH2:20][O:21][CH2:22][CH2:23][OH:24])[CH:6]=1)=[O:4].FC(F)(F)C(C1C2C(=C(OC(F)(F)F)C=CC=2)N(CCOCCOC(=O)C(F)(F)F)C=1)=[O:30], predict the reaction product. The product is: [OH:24][CH2:23][CH2:22][O:21][CH2:20][CH2:19][N:7]1[C:8]2[C:13](=[CH:12][CH:11]=[CH:10][C:9]=2[O:14][C:15]([F:18])([F:17])[F:16])[C:5]([C:3]([OH:30])=[O:4])=[CH:6]1. (7) The product is: [C:1]([C:3]1[CH:8]=[CH:7][C:6]([S:9]([N:12]([C:13]2[N:14]=[CH:15][C:16]3[C:21]([C:22]=2[CH:23]2[CH2:24][CH2:25]2)=[CH:20][CH:19]=[CH:18][CH:17]=3)[CH2:33][C:32]2[CH:35]=[CH:36][C:29]([O:28][C:27]([F:26])([F:37])[F:38])=[CH:30][CH:31]=2)(=[O:11])=[O:10])=[CH:5][CH:4]=1)#[N:2]. Given the reactants [C:1]([C:3]1[CH:8]=[CH:7][C:6]([S:9]([NH:12][C:13]2[N:14]=[CH:15][C:16]3[C:21]([C:22]=2[CH:23]2[CH2:25][CH2:24]2)=[CH:20][CH:19]=[CH:18][CH:17]=3)(=[O:11])=[O:10])=[CH:5][CH:4]=1)#[N:2].[F:26][C:27]([F:38])([F:37])[O:28][C:29]1[CH:36]=[CH:35][C:32]([CH2:33]Br)=[CH:31][CH:30]=1.C(=O)([O-])[O-].[K+].[K+].C(OCC)(=O)C, predict the reaction product.